From a dataset of Full USPTO retrosynthesis dataset with 1.9M reactions from patents (1976-2016). Predict the reactants needed to synthesize the given product. (1) Given the product [CH2:1]([O:3][C:4]([C:6]1[C:10]([CH:26]=[CH2:27])=[C:9]([C:12]2[CH:17]=[CH:16][C:15]([Cl:18])=[CH:14][CH:13]=2)[N:8]([C:19]2[CH:24]=[CH:23][CH:22]=[CH:21][C:20]=2[Cl:25])[N:7]=1)=[O:5])[CH3:2], predict the reactants needed to synthesize it. The reactants are: [CH2:1]([O:3][C:4]([C:6]1[C:10](Br)=[C:9]([C:12]2[CH:17]=[CH:16][C:15]([Cl:18])=[CH:14][CH:13]=2)[N:8]([C:19]2[CH:24]=[CH:23][CH:22]=[CH:21][C:20]=2[Cl:25])[N:7]=1)=[O:5])[CH3:2].[CH2:26](C([Sn])=C(CCCC)CCCC)[CH2:27]CC. (2) Given the product [O:1]1[CH:5]=[CH:4][CH:3]=[C:2]1[C:6]1[O:7][C:8]([CH3:38])=[C:9]([CH2:11][O:12][C:13]2[CH:18]=[CH:17][C:16]([CH2:19][C:20]3[O:22][C:23]([CH2:24][CH2:25][C:26]([O:28][CH3:29])=[O:27])=[C:30]([C:31]4[CH:36]=[CH:35][CH:34]=[CH:33][CH:32]=4)[N:43]=3)=[CH:15][CH:14]=2)[N:10]=1, predict the reactants needed to synthesize it. The reactants are: [O:1]1[CH:5]=[CH:4][CH:3]=[C:2]1[C:6]1[O:7][C:8]([CH3:38])=[C:9]([CH2:11][O:12][C:13]2[CH:18]=[CH:17][C:16]([CH2:19][C:20]([O:22][CH:23]([C:30](=O)[C:31]3[CH:36]=[CH:35][CH:34]=[CH:33][CH:32]=3)[CH2:24][CH2:25][C:26]([O:28][CH3:29])=[O:27])=O)=[CH:15][CH:14]=2)[N:10]=1.C([O-])(=O)C.[NH4+:43].C(O)(=O)C. (3) Given the product [C:11]1([CH2:17][CH2:18][C:19]([N:9]2[CH2:10][CH:7]([C:1]3[CH:6]=[CH:5][CH:4]=[CH:3][CH:2]=3)[CH2:8]2)=[O:20])[CH:16]=[CH:15][CH:14]=[CH:13][CH:12]=1, predict the reactants needed to synthesize it. The reactants are: [C:1]1([CH:7]2[CH2:10][NH:9][CH2:8]2)[CH:6]=[CH:5][CH:4]=[CH:3][CH:2]=1.[C:11]1([CH2:17][CH2:18][C:19](Cl)=[O:20])[CH:16]=[CH:15][CH:14]=[CH:13][CH:12]=1.C(N(CC)CC)C. (4) Given the product [O:12]1[C:8]2[CH:7]=[CH:6][CH:5]=[C:14]([CH2:9][CH2:10][CH:11]([OH:12])[CH2:15][CH3:16])[C:9]=2[CH:10]=[CH:11]1, predict the reactants needed to synthesize it. The reactants are: COC([C:5]1[CH:6]=[CH:7][C:8]2[O:12][C:11](C)=[CH:10][C:9]=2[CH:14]=1)=O.[CH2:15]([Mg]Br)[CH3:16]. (5) The reactants are: [CH3:1][O:2][C:3]1[CH:4]=[C:5]([CH:8]=[CH:9][CH:10]=1)[CH2:6][NH2:7].[Cl:11][C:12]1[N:17]=[C:16](Cl)[C:15]([Cl:19])=[CH:14][N:13]=1.C(=O)([O-])[O-].[K+].[K+]. Given the product [Cl:11][C:12]1[N:17]=[C:16]([NH:7][CH2:6][C:5]2[CH:8]=[CH:9][CH:10]=[C:3]([O:2][CH3:1])[CH:4]=2)[C:15]([Cl:19])=[CH:14][N:13]=1, predict the reactants needed to synthesize it. (6) Given the product [CH2:9]([O:8][P:4]([CH2:1]/[CH:2]=[CH:3]/[C:16]1[CH:17]=[CH:18][CH:19]=[C:14]([CH3:12])[N:15]=1)([O:5][CH2:6][CH3:7])=[O:11])[CH3:10], predict the reactants needed to synthesize it. The reactants are: [CH2:1]([P:4](=[O:11])([O:8][CH2:9][CH3:10])[O:5][CH2:6][CH3:7])[CH:2]=[CH2:3].[CH:12]([C:14]1[CH:19]=[CH:18][CH:17]=[C:16](C)[N:15]=1)=C. (7) Given the product [F:1][C:2]1[CH:25]=[CH:24][C:5]([O:6][CH2:7][C:8]2[CH:9]=[C:10]([C:14]3[CH:15]=[C:16]4[C:21](=[N:22][CH:23]=3)[N:20]([C:26]([NH2:34])=[O:33])[CH2:19][CH2:18][CH2:17]4)[CH:11]=[N:12][CH:13]=2)=[CH:4][CH:3]=1, predict the reactants needed to synthesize it. The reactants are: [F:1][C:2]1[CH:25]=[CH:24][C:5]([O:6][CH2:7][C:8]2[CH:9]=[C:10]([C:14]3[CH:15]=[C:16]4[C:21](=[N:22][CH:23]=3)[NH:20][CH2:19][CH2:18][CH2:17]4)[CH:11]=[N:12][CH:13]=2)=[CH:4][CH:3]=1.[C:26]([N:34]=C=O)(=[O:33])C1C=CC=CC=1.C([O-])([O-])=O.[K+].[K+]. (8) Given the product [Cl:21][C:18]1[CH:19]=[CH:20][C:15]([C@H:35]2[CH2:34][CH2:33][CH:32]=[CH:31]2)=[CH:16][CH:17]=1, predict the reactants needed to synthesize it. The reactants are: O1CCOCC1.O([C:15]1[CH:20]=[CH:19][C:18]([Cl:21])=[CH:17][CH:16]=1)S(C(F)(F)F)(=O)=O.C(N(C(C)C)C(C)C)C.[CH:31]1[CH2:35][CH2:34][CH2:33][CH:32]=1.